Dataset: Forward reaction prediction with 1.9M reactions from USPTO patents (1976-2016). Task: Predict the product of the given reaction. (1) Given the reactants [NH2:1][CH:2]1[N:8]=[C:7]([C:9]2[CH:14]=[CH:13][CH:12]=[CH:11][CH:10]=2)[C:6]2[CH:15]=[CH:16][CH:17]=[CH:18][C:5]=2[N:4]([CH3:19])[C:3]1=[O:20].[CH3:21][CH:22]([C:26]([NH:28][CH2:29][C:30]1[CH:35]=[C:34]([O:36][CH3:37])[CH:33]=[C:32]([O:38][CH3:39])[CH:31]=1)=[O:27])[C:23](O)=[O:24], predict the reaction product. The product is: [CH3:39][O:38][C:32]1[CH:31]=[C:30]([CH:35]=[C:34]([O:36][CH3:37])[CH:33]=1)[CH2:29][NH:28][C:26](=[O:27])[CH:22]([CH3:21])[C:23]([NH:1][CH:2]1[C:3](=[O:20])[N:4]([CH3:19])[C:5]2[CH:18]=[CH:17][CH:16]=[CH:15][C:6]=2[C:7]([C:9]2[CH:14]=[CH:13][CH:12]=[CH:11][CH:10]=2)=[N:8]1)=[O:24]. (2) Given the reactants [C:1]([O:5][C:6](=[O:29])[C:7]1[CH:12]=[CH:11][C:10]([N:13]2[C:17]([C:18]3[CH:23]=[CH:22][CH:21]=[CH:20][CH:19]=3)=[CH:16][CH:15]=[C:14]2[CH2:24][CH2:25][C:26](O)=[O:27])=[CH:9][CH:8]=1)([CH3:4])([CH3:3])[CH3:2].C1N=C[N:32](C(N2C=NC=C2)=O)C=1.C([O-])(=O)C.[NH4+], predict the reaction product. The product is: [C:1]([O:5][C:6](=[O:29])[C:7]1[CH:12]=[CH:11][C:10]([N:13]2[C:17]([C:18]3[CH:23]=[CH:22][CH:21]=[CH:20][CH:19]=3)=[CH:16][CH:15]=[C:14]2[CH2:24][CH2:25][C:26](=[O:27])[NH2:32])=[CH:9][CH:8]=1)([CH3:4])([CH3:3])[CH3:2]. (3) Given the reactants [I:1][C:2]1[CH:10]=[CH:9][CH:8]=[CH:7][C:3]=1[C:4](O)=[O:5].C(Cl)(=O)C([Cl:14])=O, predict the reaction product. The product is: [I:1][C:2]1[CH:10]=[CH:9][CH:8]=[CH:7][C:3]=1[C:4]([Cl:14])=[O:5].